Predict which catalyst facilitates the given reaction. From a dataset of Catalyst prediction with 721,799 reactions and 888 catalyst types from USPTO. (1) Reactant: CNC[C:4]1[C:5]2[C:10]([CH:11]=[C:12]3[C:17]=1[CH:16]=[CH:15][CH:14]=[CH:13]3)=[CH:9][CH:8]=[CH:7][CH:6]=2.BrC1C=CC=CC=1CBr.C([O-])([O-])=O.[K+].[K+]. Product: [CH:6]1[C:5]2[C:10](=[CH:11][C:12]3[C:17]([CH:4]=2)=[CH:16][CH:15]=[CH:14][CH:13]=3)[CH:9]=[CH:8][CH:7]=1. The catalyst class is: 10. (2) Reactant: [N+:1]([C:4]1[CH:5]=[CH:6][C:7]([N:11]2[CH2:16][CH2:15][NH:14][CH2:13][CH2:12]2)=[C:8]([NH2:10])[CH:9]=1)([O-:3])=[O:2].[C:17](Cl)(=[O:24])[C:18]1[CH:23]=[CH:22][CH:21]=[CH:20][CH:19]=1.C(N(CC)CC)C. Product: [NH2:10][C:8]1[CH:9]=[C:4]([N+:1]([O-:3])=[O:2])[CH:5]=[CH:6][C:7]=1[N:11]1[CH2:12][CH2:13][N:14]([C:17]([C:18]2[CH:23]=[CH:22][CH:21]=[CH:20][CH:19]=2)=[O:24])[CH2:15][CH2:16]1. The catalyst class is: 2. (3) Reactant: Cl.Cl.[CH3:3][O:4][C:5]1[CH:6]=[C:7]([NH:17][C:18]2[N:33]=[C:21]3[C:22]([C:27]4[CH2:28][CH2:29][NH:30][CH2:31][CH:32]=4)=[CH:23][C:24]([CH3:26])=[CH:25][N:20]3[N:19]=2)[CH:8]=[CH:9][C:10]=1[N:11]1[CH:15]=[C:14]([CH3:16])[N:13]=[CH:12]1.[C:34](Cl)(=[O:36])[CH3:35].C(Cl)Cl. Product: [CH3:3][O:4][C:5]1[CH:6]=[C:7]([NH:17][C:18]2[N:33]=[C:21]3[C:22]([C:27]4[CH2:28][CH2:29][N:30]([C:34](=[O:36])[CH3:35])[CH2:31][CH:32]=4)=[CH:23][C:24]([CH3:26])=[CH:25][N:20]3[N:19]=2)[CH:8]=[CH:9][C:10]=1[N:11]1[CH:15]=[C:14]([CH3:16])[N:13]=[CH:12]1. The catalyst class is: 61. (4) Reactant: CO[C:3]([C:5]1(C(OC)=O)CC=[CH:7][CH2:6]1)=O.[C:14]1([CH3:20])[CH:19]=[CH:18][CH:17]=[CH:16][CH:15]=1.C([O:23][C:24]([O:31]CC)([O:28][CH2:29][CH3:30])[O:25][CH2:26]C)C. Product: [CH2:19]1[C:14]2([CH2:15][O:23][C:24]3([O:25][CH2:26][C:30]4([CH2:7][CH:6]=[CH:5][CH2:3]4)[CH2:29][O:28]3)[O:31][CH2:20]2)[CH2:16][CH:17]=[CH:18]1. The catalyst class is: 40. (5) The catalyst class is: 488. Product: [CH3:11][C:10]([N:12]1[CH:16]=[N:15][N:14]=[N:13]1)([CH3:17])[CH2:9][O:8][C:5]1[CH:6]=[CH:7][C:2]([NH:22][C:23](=[O:25])[O:24][C:27]([CH3:53])([CH3:28])[CH3:26])=[N:3][CH:4]=1. Reactant: Br[C:2]1[CH:7]=[CH:6][C:5]([O:8][CH2:9][C:10]([CH3:17])([N:12]2[CH:16]=[N:15][N:14]=[N:13]2)[CH3:11])=[CH:4][N:3]=1.C([NH:22][C:23](=[O:25])[O-:24])(C)(C)C.[CH3:26][C:27]1(C)[C:53]2C(=C(P(C3C=CC=CC=3)C3C=CC=CC=3)C=CC=2)OC2C(P(C3C=CC=CC=3)C3C=CC=CC=3)=CC=C[C:28]1=2.CC(C)([O-])C.[Na+]. (6) Reactant: [Cl:1][C:2]1[N:7]=[CH:6][N:5]=[C:4]([C:8]([NH:10][C:11]2[CH:16]=[CH:15][C:14]([S:17](Cl)(=[O:19])=[O:18])=[CH:13][C:12]=2[CH3:21])=[O:9])[CH:3]=1.CN.[CH:24]([NH:27]C(C)C)(C)C. Product: [Cl:1][C:2]1[N:7]=[CH:6][N:5]=[C:4]([C:8]([NH:10][C:11]2[CH:16]=[CH:15][C:14]([S:17](=[O:19])(=[O:18])[NH:27][CH3:24])=[CH:13][C:12]=2[CH3:21])=[O:9])[CH:3]=1. The catalyst class is: 1. (7) Reactant: [CH2:1]([Li])[CH2:2][CH2:3][CH3:4].CCCCCC.[CH:12]([NH:15]C(C)C)(C)C.CN1C(=O)N(C)CCC1.[CH:28]1([C:31]#[N:32])[CH2:30][CH2:29]1.BrC[CH2:35][CH2:36][CH2:37][CH2:38][CH2:39][CH2:40][CH2:41][CH2:42][CH2:43][CH2:44]Br. Product: [CH2:1]([C:28]1([C:31]#[N:32])[CH2:30][CH2:29]1)[CH2:2][CH2:3][CH2:4][CH2:44][CH2:43][CH2:42][CH2:41][CH2:40][CH2:39][CH2:38][C:37]1([C:12]#[N:15])[CH2:36][CH2:35]1. The catalyst class is: 1.